From a dataset of Forward reaction prediction with 1.9M reactions from USPTO patents (1976-2016). Predict the product of the given reaction. (1) Given the reactants [CH3:1][C:2]([CH3:14])=[CH:3][CH2:4][CH2:5]/[C:6](/[CH3:13])=[CH:7]/[CH:8]=[CH:9]/[C:10]([CH3:12])=[O:11], predict the reaction product. The product is: [CH3:14][CH:2]([CH2:3][CH2:4][CH2:5][CH:6]([CH2:7][CH2:8][CH2:9][C:10]([CH3:12])=[O:11])[CH3:13])[CH3:1]. (2) Given the reactants [OH:1][CH:2]([C:4]1[CH:12]=[CH:11][C:7]([C:8]([O-:10])=[O:9])=[CH:6][CH:5]=1)[CH3:3].[C:13]1(P(C2C=CC=CC=2)C2C=CC=CC=2)C=CC=CC=1.[C:32]1([CH3:39])[C:37](O)=[CH:36][CH:35]=[CH:34][CH:33]=1.CC(OC(/N=N/C(OC(C)C)=O)=O)C, predict the reaction product. The product is: [C:32]1([CH3:39])[CH:37]=[CH:36][CH:35]=[CH:34][C:33]=1[O:1][CH:2]([C:4]1[CH:12]=[CH:11][C:7]([C:8]([O:10][CH3:13])=[O:9])=[CH:6][CH:5]=1)[CH3:3]. (3) Given the reactants Cl.[NH2:2][CH:3]1[CH2:8][CH2:7][N:6]([C:9]2[CH:10]=[C:11]([CH:15]=[C:16]([Cl:18])[N:17]=2)[C:12]([NH2:14])=[O:13])[CH2:5][CH2:4]1.[Cl:19][C:20]1[C:21]([CH3:29])=[C:22]([C:26](O)=[O:27])[NH:23][C:24]=1[CH3:25], predict the reaction product. The product is: [Cl:18][C:16]1[CH:15]=[C:11]([CH:10]=[C:9]([N:6]2[CH2:5][CH2:4][CH:3]([NH:2][C:26]([C:22]3[NH:23][C:24]([CH3:25])=[C:20]([Cl:19])[C:21]=3[CH3:29])=[O:27])[CH2:8][CH2:7]2)[N:17]=1)[C:12]([NH2:14])=[O:13]. (4) Given the reactants [F:1][C:2]1[CH:7]=[C:6]([O:8]C)[CH:5]=[CH:4][C:3]=1[C:10]1[CH:11]([CH3:17])[CH2:12][C:13](=[O:16])[NH:14][N:15]=1.[Cl-].[Al+3].[Cl-].[Cl-].O, predict the reaction product. The product is: [F:1][C:2]1[CH:7]=[C:6]([OH:8])[CH:5]=[CH:4][C:3]=1[C:10]1[CH:11]([CH3:17])[CH2:12][C:13](=[O:16])[NH:14][N:15]=1. (5) Given the reactants [F:1][C:2]1[C:7]([F:8])=[CH:6][CH:5]=[C:4]([F:9])[N:3]=1.[N+:10]([O-])([OH:12])=[O:11].OS(O)(=O)=O, predict the reaction product. The product is: [F:1][C:2]1[C:7]([F:8])=[CH:6][C:5]([N+:10]([O-:12])=[O:11])=[C:4]([F:9])[N:3]=1. (6) Given the reactants [C:1]1([CH:7]([O:10][Si](C)(C)C)[C:8]#N)[CH:6]=[CH:5][CH:4]=[CH:3][CH:2]=1.C[Si]([N-][Si](C)(C)C)(C)C.[Li+].BrC[C:27]1[CH:28]=[C:29]([F:36])[C:30]([S:34][CH3:35])=[C:31]([F:33])[CH:32]=1.Cl, predict the reaction product. The product is: [F:36][C:29]1[CH:28]=[C:27]([CH2:8][C:7]([C:1]2[CH:6]=[CH:5][CH:4]=[CH:3][CH:2]=2)=[O:10])[CH:32]=[C:31]([F:33])[C:30]=1[S:34][CH3:35]. (7) The product is: [CH3:37][C:32]1[CH:31]=[C:30]([C:13]2([C:9]3[CH:10]=[CH:11][CH:12]=[C:7]([C:44]4[CH:45]=[N:40][CH:41]=[N:42][CH:43]=4)[CH:8]=3)[C:21]3[C:16](=[N:17][CH:18]=[CH:19][CH:20]=3)[C:15]([NH2:22])=[N:14]2)[CH:35]=[C:34]([CH3:36])[N:33]=1. Given the reactants FC(F)(F)S(O[C:7]1[CH:12]=[CH:11][CH:10]=[C:9]([C:13]2([C:30]3[CH:35]=[C:34]([CH3:36])[N:33]=[C:32]([CH3:37])[CH:31]=3)[C:21]3[C:16](=[N:17][CH:18]=[CH:19][CH:20]=3)[C:15]([NH:22]C(OC(C)(C)C)=O)=[N:14]2)[CH:8]=1)(=O)=O.[N:40]1[CH:45]=[C:44](B(O)O)[CH:43]=[N:42][CH:41]=1, predict the reaction product. (8) The product is: [O:49]1[CH2:50][CH2:51][CH:47]([NH:46][C:21]([C:17]2[N:18]([CH3:20])[N:19]=[C:15]([O:14][CH2:13][C:12]3[C:8]([C:5]4[CH:4]=[CH:3][C:2]([F:1])=[CH:7][CH:6]=4)=[N:9][O:10][C:11]=3[CH2:24][OH:25])[CH:16]=2)=[O:23])[CH2:48]1. Given the reactants [F:1][C:2]1[CH:7]=[CH:6][C:5]([C:8]2[C:12]([CH2:13][O:14][C:15]3[CH:16]=[C:17]([C:21]([OH:23])=O)[N:18]([CH3:20])[N:19]=3)=[C:11]([CH2:24][OH:25])[O:10][N:9]=2)=[CH:4][CH:3]=1.O.ON1C2C=CC=CC=2N=N1.C(N(C(C)C)C(C)C)C.[NH2:46][CH:47]1[CH2:51][CH2:50][O:49][CH2:48]1.[Cl-].[Na+], predict the reaction product.